This data is from Forward reaction prediction with 1.9M reactions from USPTO patents (1976-2016). The task is: Predict the product of the given reaction. Given the reactants C(OC([N:8]1[CH2:13][CH2:12][CH:11]([C:14]([C:16]2[CH:21]=[CH:20][CH:19]=[CH:18][N:17]=2)=[O:15])[CH2:10][CH2:9]1)=O)(C)(C)C.C(O)(C(F)(F)F)=O, predict the reaction product. The product is: [NH:8]1[CH2:13][CH2:12][CH:11]([C:14]([C:16]2[CH:21]=[CH:20][CH:19]=[CH:18][N:17]=2)=[O:15])[CH2:10][CH2:9]1.